This data is from Reaction yield outcomes from USPTO patents with 853,638 reactions. The task is: Predict the reaction yield, written as a fraction of the theoretical maximum amount of product (1.0 means a 100% yield; for example, 0.34 means a 34% yield). (1) The reactants are C([Si](C)(C)OC(CCCCCCCC(O)=O)CCCCCCCC(O)=O)(C)(C)C.[Si]([O:37][CH:38]([CH2:58][CH2:59][CH2:60][CH2:61][CH2:62][CH2:63][CH2:64][C:65]([O:67][CH2:68]/[CH:69]=[CH:70]\[CH2:71][CH2:72][CH2:73][CH2:74][CH2:75][CH3:76])=[O:66])[CH2:39][CH2:40][CH2:41][CH2:42][CH2:43][CH2:44][CH2:45][C:46]([O:48][CH2:49]/[CH:50]=[CH:51]\[CH2:52][CH2:53][CH2:54][CH2:55][CH2:56][CH3:57])=[O:47])(C(C)(C)C)(C)C. The catalyst is C1(C)C=CC=CC=1.C(Cl)Cl. The product is [OH:37][CH:38]([CH2:39][CH2:40][CH2:41][CH2:42][CH2:43][CH2:44][CH2:45][C:46]([O:48][CH2:49]/[CH:50]=[CH:51]\[CH2:52][CH2:53][CH2:54][CH2:55][CH2:56][CH3:57])=[O:47])[CH2:58][CH2:59][CH2:60][CH2:61][CH2:62][CH2:63][CH2:64][C:65]([O:67][CH2:68]/[CH:69]=[CH:70]\[CH2:71][CH2:72][CH2:73][CH2:74][CH2:75][CH3:76])=[O:66]. The yield is 0.510. (2) The reactants are COC1C=CC(C[N:8](CC2C=CC(OC)=CC=2)[C:9]2[N:14]=[C:13]([C:15]3[C:16]([NH:31][C:32]4[CH:33]=[N:34][C:35]([O:38][CH3:39])=[CH:36][CH:37]=4)=[N:17][CH:18]=[C:19]([CH:21]([N:23]4[CH2:26][CH:25]([S:27]([CH3:30])(=[O:29])=[O:28])[CH2:24]4)[CH3:22])[CH:20]=3)[N:12]=[C:11]([CH3:40])[N:10]=2)=CC=1.FC(F)(F)S(O)(=O)=O.[C:60]([OH:66])([C:62]([F:65])([F:64])[F:63])=[O:61]. No catalyst specified. The product is [F:63][C:62]([F:65])([F:64])[C:60]([OH:66])=[O:61].[CH3:39][O:38][C:35]1[N:34]=[CH:33][C:32]([NH:31][C:16]2[C:15]([C:13]3[N:12]=[C:11]([CH3:40])[N:10]=[C:9]([NH2:8])[N:14]=3)=[CH:20][C:19]([CH:21]([N:23]3[CH2:24][CH:25]([S:27]([CH3:30])(=[O:29])=[O:28])[CH2:26]3)[CH3:22])=[CH:18][N:17]=2)=[CH:37][CH:36]=1. The yield is 0.760.